This data is from Full USPTO retrosynthesis dataset with 1.9M reactions from patents (1976-2016). The task is: Predict the reactants needed to synthesize the given product. (1) Given the product [ClH:1].[NH2:9][CH:4]1[CH2:5][CH2:6][CH2:7][CH2:8][C:3]1([CH3:17])[OH:2], predict the reactants needed to synthesize it. The reactants are: [ClH:1].[OH:2][C:3]1([CH3:17])[CH2:8][CH2:7][CH2:6][CH2:5][CH:4]1[NH:9]C(=O)OC(C)(C)C. (2) Given the product [F:21][C:9]1[C:8]([N:7]2[CH2:2][CH2:3][CH2:4][C:5]2=[O:6])=[CH:17][C:16]([N+:18]([O-:20])=[O:19])=[CH:15][C:10]=1[C:11]([O:13][CH3:14])=[O:12], predict the reactants needed to synthesize it. The reactants are: Cl[CH2:2][CH2:3][CH2:4][C:5]([NH:7][C:8]1[C:9]([F:21])=[C:10]([CH:15]=[C:16]([N+:18]([O-:20])=[O:19])[CH:17]=1)[C:11]([O:13][CH3:14])=[O:12])=[O:6].[H-].[Na+]. (3) Given the product [OH:1][CH:2]1[CH2:7][CH2:6][N:5]([C:8]2[CH:13]=[CH:12][C:11]([NH2:14])=[CH:10][CH:9]=2)[CH2:4][CH2:3]1, predict the reactants needed to synthesize it. The reactants are: [OH:1][CH:2]1[CH2:7][CH2:6][N:5]([C:8]2[CH:13]=[CH:12][C:11]([N+:14]([O-])=O)=[CH:10][CH:9]=2)[CH2:4][CH2:3]1.[H][H]. (4) Given the product [CH3:1][C:2]([CH3:27])([CH3:26])[C:3]([O:5][CH2:6][N:7]1[C:15]2[N:14]=[C:13]([Cl:28])[N:12]([C:16]3[CH:21]=[CH:20][CH:19]=[CH:18][C:17]=3[Cl:22])[C:11]=2[C:10](=[O:23])[N:9]([CH3:24])[C:8]1=[O:25])=[O:4], predict the reactants needed to synthesize it. The reactants are: [CH3:1][C:2]([CH3:27])([CH3:26])[C:3]([O:5][CH2:6][N:7]1[C:15]2[N:14]=[CH:13][N:12]([C:16]3[CH:21]=[CH:20][CH:19]=[CH:18][C:17]=3[Cl:22])[C:11]=2[C:10](=[O:23])[N:9]([CH3:24])[C:8]1=[O:25])=[O:4].[Cl:28]N1C(=O)CCC1=O. (5) Given the product [NH2:1][C:2]1[CH:7]=[CH:6][C:5]([CH2:8]/[C:9](/[C:11]2[N:12]([CH2:16][CH2:17][CH3:18])[CH:13]=[CH:14][N:15]=2)=[N:20]\[OH:21])=[CH:4][CH:3]=1.[NH2:1][C:2]1[CH:7]=[CH:6][C:5]([CH2:8]/[C:9](/[C:11]2[N:12]([CH2:16][CH2:17][CH3:18])[CH:13]=[CH:14][N:15]=2)=[N:20]/[OH:21])=[CH:4][CH:3]=1, predict the reactants needed to synthesize it. The reactants are: [NH2:1][C:2]1[CH:7]=[CH:6][C:5]([CH2:8][C:9]([C:11]2[N:12]([CH2:16][CH2:17][CH3:18])[CH:13]=[CH:14][N:15]=2)=O)=[CH:4][CH:3]=1.Cl.[NH2:20][OH:21].C(=O)(O)[O-].[Na+]. (6) Given the product [CH3:18][C@H:19]1[CH2:24][N:23]([C:25]2[CH:30]=[CH:29][C:28]([O:31][C:32]([F:33])([F:35])[F:34])=[CH:27][CH:26]=2)[CH2:22][C@@H:21]([CH3:36])[N:20]1[S:37]([C:40]1[C:41]2[CH2:42][CH:43]([C:49]3[NH:63][N:62]=[N:61][N:50]=3)[CH2:44][C:45]=2[CH:46]=[CH:47][CH:48]=1)(=[O:39])=[O:38], predict the reactants needed to synthesize it. The reactants are: FC(F)(F)OC1C=CC(N2CCNCC2)=CC=1.[CH3:18][C@H:19]1[CH2:24][N:23]([C:25]2[CH:30]=[CH:29][C:28]([O:31][C:32]([F:35])([F:34])[F:33])=[CH:27][CH:26]=2)[CH2:22][C@@H:21]([CH3:36])[N:20]1[S:37]([C:40]1[CH:48]=[CH:47][CH:46]=[C:45]2[C:41]=1[CH2:42][CH:43]([C:49]#[N:50])[CH2:44]2)(=[O:39])=[O:38].C([Sn](=O)CCCC)CCC.[N:61]([Si](C)(C)C)=[N+:62]=[N-:63]. (7) Given the product [C:12]1([C:10]2[N:9]=[C:8]([NH2:18])[N:7]=[C:6]([NH:4][CH:2]([CH3:3])[CH3:1])[CH:11]=2)[CH:17]=[CH:16][CH:15]=[CH:14][CH:13]=1, predict the reactants needed to synthesize it. The reactants are: [CH3:1][CH:2]([NH2:4])[CH3:3].Cl[C:6]1[CH:11]=[C:10]([C:12]2[CH:17]=[CH:16][CH:15]=[CH:14][CH:13]=2)[N:9]=[C:8]([NH2:18])[N:7]=1.